From a dataset of Orexin1 receptor HTS with 218,158 compounds and 233 confirmed actives. Binary Classification. Given a drug SMILES string, predict its activity (active/inactive) in a high-throughput screening assay against a specified biological target. (1) The drug is [n+]1(n(c(cc1C)C)c1ccccc1)CC. The result is 0 (inactive). (2) The drug is O1C(COc2c1cccc2)C(=O)N\N=C\C=C/c1ccc([N+]([O-])=O)cc1. The result is 0 (inactive). (3) The drug is O=C1C(/CN(C\C1=C\c1cc([N+]([O-])=O)ccc1)CC)=C/c1cc([N+]([O-])=O)ccc1. The result is 0 (inactive). (4) The drug is ClCCC(=O)Nc1cc2c(Oc3c(NC2=O)ccc(c3)C)cc1. The result is 0 (inactive). (5) The molecule is O(c1c(OC)cc(CNCCc2ccccc2)cc1)CC(=O)N. The result is 0 (inactive). (6) The molecule is S(=O)(=O)(NC)c1cc(C(OCC(=O)N2CCc3c(C2)cccc3)=O)ccc1. The result is 0 (inactive). (7) The drug is S(CC(=O)N1CCCCCC1)c1n(c(=O)c2[nH]c3c(c2n1)cccc3)CC. The result is 0 (inactive). (8) The molecule is S(c1[nH]c(c(CCC(C)C)c(=O)n1)C)CC=C. The result is 0 (inactive).